Task: Predict the product of the given reaction.. Dataset: Forward reaction prediction with 1.9M reactions from USPTO patents (1976-2016) (1) Given the reactants [CH2:1]([C:8]1[N:13]=[C:12]([OH:14])[CH:11]=[C:10]([OH:15])[N:9]=1)[C:2]1[CH:7]=[CH:6][CH:5]=[CH:4][CH:3]=1.C(O)C.N1CCCCC1.[CH3:25][C:26](=[CH:28][CH2:29][CH2:30][C@H:31]([CH2:33][CH:34]=O)[CH3:32])[CH3:27], predict the reaction product. The product is: [CH2:1]([C:8]1[N:9]=[C:10]2[O:15][C:26]([CH3:27])([CH3:25])[CH:28]3[CH:34]([C:11]2=[C:12]([OH:14])[N:13]=1)[CH2:33][CH:31]([CH3:32])[CH2:30][CH2:29]3)[C:2]1[CH:3]=[CH:4][CH:5]=[CH:6][CH:7]=1. (2) Given the reactants [Br:1][C:2]1[CH:11]=[C:10]2[C:5]([C:6]([C:12]3[C:16]([C:17]4[CH:22]=[CH:21][CH:20]=[CH:19][N:18]=4)=[N:15][N:14]4[CH2:23][CH2:24][CH:25](Cl)[C:13]=34)=[CH:7][CH:8]=[N:9]2)=[CH:4][CH:3]=1.CN1C(=[O:33])CCC1, predict the reaction product. The product is: [Br:1][C:2]1[CH:11]=[C:10]2[C:5]([C:6]([C:12]3[C:16]([C:17]4[CH:22]=[CH:21][CH:20]=[CH:19][N:18]=4)=[N:15][N:14]4[CH2:23][CH2:24][CH:25]([OH:33])[C:13]=34)=[CH:7][CH:8]=[N:9]2)=[CH:4][CH:3]=1. (3) Given the reactants [CH:1](=O)[C:2]([CH3:4])=O.O.[NH2:7][CH2:8][CH2:9][NH:10][CH2:11][CH2:12][NH:13][CH2:14][CH2:15][NH2:16].N1[C:21]2C=CC=C[C:20]=2N=N1.C(C=O)=O.[BH4-].[Na+], predict the reaction product. The product is: [CH3:4][C:2]12[CH:1]3[N:7]4[CH2:20][CH2:21][N:16]3[CH2:15][CH2:14][N:13]1[CH2:12][CH2:11][N:10]2[CH2:9][CH2:8]4. (4) Given the reactants P(Cl)(Cl)(Cl)=O.[Cl:6][C:7]1[CH:12]=[CH:11][C:10]([N:13]2[CH:17]=[CH:16][CH:15]=[N:14]2)=[CH:9][CH:8]=1.[C:18](=O)(O)[O-:19].[Na+], predict the reaction product. The product is: [Cl:6][C:7]1[CH:8]=[CH:9][C:10]([N:13]2[CH:17]=[C:16]([CH:18]=[O:19])[CH:15]=[N:14]2)=[CH:11][CH:12]=1. (5) The product is: [Br:21][CH2:20][C:13]1[C:14]2[C:19](=[CH:18][CH:17]=[CH:16][CH:15]=2)[N:11]([S:1]([C:4]2[CH:5]=[CH:6][C:7]([CH3:8])=[CH:9][CH:10]=2)(=[O:2])=[O:3])[CH:12]=1. Given the reactants [S:1]([N:11]1[C:19]2[C:14](=[CH:15][CH:16]=[CH:17][CH:18]=2)[C:13]([CH3:20])=[CH:12]1)([C:4]1[CH:10]=[CH:9][C:7]([CH3:8])=[CH:6][CH:5]=1)(=[O:3])=[O:2].[Br:21]N1C(=O)CCC1=O.N(C(C)(C)C#N)=NC(C)(C)C#N, predict the reaction product.